From a dataset of KCNQ2 potassium channel screen with 302,405 compounds. Binary Classification. Given a drug SMILES string, predict its activity (active/inactive) in a high-throughput screening assay against a specified biological target. (1) The compound is O(c1ccc(NCc2n(c3c(n2)cccc3)C)cc1)C. The result is 0 (inactive). (2) The molecule is S1C(CC(=O)Nc2ccc([N+]([O-])=O)cc2)C(=O)N(C1=N)c1ccccc1. The result is 0 (inactive). (3) The compound is S=C(N1CCN(CC1)c1ncccn1)Nc1cc(cc(c1)C)C. The result is 0 (inactive). (4) The compound is Clc1ccc(C(=O)N(C2C(OC(=O)c3ccc(Cl)cc3)CS(=O)(=O)C2)c2cc(ccc2)C)cc1. The result is 0 (inactive). (5) The drug is s1c(C(=O)C=2C(N(CCN3CCOCC3)C(=O)C2O)c2c(OC)cccc2)c(nc1C)C. The result is 0 (inactive). (6) The compound is Clc1cc(c(NC(=S)NCCC(c2ccccc2)c2ccccc2)cc1)C. The result is 0 (inactive). (7) The drug is O=C1N(C2CCCCC2)Cc2c1c(ccc2)C(=O)Nc1cc2OCOc2cc1. The result is 0 (inactive). (8) The molecule is Fc1c(NC(=O)c2noc(c3cc4OCOc4cc3)c2)ccc(F)c1. The result is 0 (inactive).